Dataset: Full USPTO retrosynthesis dataset with 1.9M reactions from patents (1976-2016). Task: Predict the reactants needed to synthesize the given product. Given the product [Br:8][C:5]1[CH:6]=[CH:7][C:2]([C:15]2[CH:20]=[CH:19][CH:18]=[CH:17][N:16]=2)=[CH:3][CH:4]=1, predict the reactants needed to synthesize it. The reactants are: Br[C:2]1[CH:7]=[CH:6][C:5]([Br:8])=[CH:4][CH:3]=1.C([Li])CCC.F[C:15]1[CH:20]=[CH:19][CH:18]=[CH:17][N:16]=1.